From a dataset of Full USPTO retrosynthesis dataset with 1.9M reactions from patents (1976-2016). Predict the reactants needed to synthesize the given product. (1) Given the product [NH2:30][C:26]1[O:1][C:2]2[C:3]([CH:17]([C:16]3[CH:19]=[C:20]([O:24][CH3:25])[C:21]([O:22][CH3:23])=[C:14]([Br:13])[CH:15]=3)[C:27]=1[C:28]#[N:29])=[CH:4][C:5]([OH:12])=[C:6]1[CH:7]=[CH:8][CH:9]=[CH:10][C:11]=21, predict the reactants needed to synthesize it. The reactants are: [OH:1][C:2]1[C:11]2[C:6](=[CH:7][CH:8]=[CH:9][CH:10]=2)[C:5]([OH:12])=[CH:4][CH:3]=1.[Br:13][C:14]1[CH:15]=[C:16]([CH:19]=[C:20]([O:24][CH3:25])[C:21]=1[O:22][CH3:23])[CH:17]=O.[C:26](#[N:30])[CH2:27][C:28]#[N:29].C1N2CCN(CC2)C1. (2) Given the product [CH3:15][N:14]([CH3:16])[C:12]1[C:11]([C:17]([F:20])([F:19])[F:18])=[CH:10][C:9]2[NH:21][C:22](=[O:37])[CH2:23][C:24]([C:25]3[CH:30]=[CH:29][CH:28]=[C:27]([N:31]4[CH:35]=[CH:34][N:33]=[N:32]4)[CH:26]=3)=[N:7][C:8]=2[CH:13]=1, predict the reactants needed to synthesize it. The reactants are: C(OC(=O)[NH:7][C:8]1[CH:13]=[C:12]([N:14]([CH3:16])[CH3:15])[C:11]([C:17]([F:20])([F:19])[F:18])=[CH:10][C:9]=1[NH:21][C:22](=[O:37])[CH2:23][C:24](=O)[C:25]1[CH:30]=[CH:29][CH:28]=[C:27]([N:31]2[CH:35]=[CH:34][N:33]=[N:32]2)[CH:26]=1)(C)(C)C.C(O)(C(F)(F)F)=O. (3) Given the product [OH:1][C@@H:2]([CH2:45][OH:46])[C:3]([N:5]1[CH2:10][CH2:9][C@H:8]([O:11][C:12]2[CH:19]=[CH:18][C:17]([C:20]3[N:25]=[C:24]([NH:26][C:27]4[CH:32]=[CH:31][C:30]([N:33]5[CH2:34][CH2:35][N:36]([CH:39]6[CH2:40][O:41][CH2:42]6)[CH2:37][CH2:38]5)=[C:29]([CH3:43])[CH:28]=4)[N:23]=[CH:22][N:21]=3)=[CH:16][C:13]=2[C:14]#[N:15])[C@H:7]([F:44])[CH2:6]1)=[O:4], predict the reactants needed to synthesize it. The reactants are: [OH:1][CH:2]([CH2:45][OH:46])[C:3]([N:5]1[CH2:10][CH2:9][C@H:8]([O:11][C:12]2[CH:19]=[CH:18][C:17]([C:20]3[N:25]=[C:24]([NH:26][C:27]4[CH:32]=[CH:31][C:30]([N:33]5[CH2:38][CH2:37][N:36]([CH:39]6[CH2:42][O:41][CH2:40]6)[CH2:35][CH2:34]5)=[C:29]([CH3:43])[CH:28]=4)[N:23]=[CH:22][N:21]=3)=[CH:16][C:13]=2[C:14]#[N:15])[C@H:7]([F:44])[CH2:6]1)=[O:4]. (4) Given the product [F:20][C:2]([F:19])([F:1])[C:3]([C:10]1[CH:11]=[C:12]([I:18])[C:13]([NH:14][C:27](=[O:28])[C:26]2[CH:30]=[CH:31][CH:32]=[C:24]([N+:21]([O-:23])=[O:22])[CH:25]=2)=[C:15]([I:17])[CH:16]=1)([O:8][CH3:9])[C:4]([F:7])([F:6])[F:5], predict the reactants needed to synthesize it. The reactants are: [F:1][C:2]([F:20])([F:19])[C:3]([C:10]1[CH:16]=[C:15]([I:17])[C:13]([NH2:14])=[C:12]([I:18])[CH:11]=1)([O:8][CH3:9])[C:4]([F:7])([F:6])[F:5].[N+:21]([C:24]1[CH:25]=[C:26]([CH:30]=[CH:31][CH:32]=1)[C:27](Cl)=[O:28])([O-:23])=[O:22].O. (5) Given the product [Cl:13][C:12]1[C:7]([N:5]2[CH:6]=[C:2]([C:36]3([OH:40])[CH2:39][CH2:38][CH2:37]3)[CH:3]=[N:4]2)=[C:8]2[CH:16]=[C:15]([C:17]3[CH:18]=[N:19][N:20]([CH3:22])[CH:21]=3)[N:14]([CH2:23][O:24][CH2:25][CH2:26][Si:27]([CH3:30])([CH3:29])[CH3:28])[C:9]2=[N:10][CH:11]=1, predict the reactants needed to synthesize it. The reactants are: Br[C:2]1[CH:3]=[N:4][N:5]([C:7]2[C:12]([Cl:13])=[CH:11][N:10]=[C:9]3[N:14]([CH2:23][O:24][CH2:25][CH2:26][Si:27]([CH3:30])([CH3:29])[CH3:28])[C:15]([C:17]4[CH:18]=[N:19][N:20]([CH3:22])[CH:21]=4)=[CH:16][C:8]=23)[CH:6]=1.C([Li])CCC.[C:36]1(=[O:40])[CH2:39][CH2:38][CH2:37]1. (6) Given the product [F:32][C:31]1[CH:30]=[CH:29][CH:28]=[C:27]([F:33])[C:26]=1[C:11]1[NH:10][C:18]2[C:13]([CH:12]=1)=[CH:14][C:15]([C:19]1[N:20]=[C:21]([I:25])[S:22][C:23]=1[CH3:24])=[CH:16][CH:17]=2, predict the reactants needed to synthesize it. The reactants are: C1(S([N:10]2[C:18]3[C:13](=[CH:14][C:15]([C:19]4[N:20]=[C:21]([I:25])[S:22][C:23]=4[CH3:24])=[CH:16][CH:17]=3)[CH:12]=[C:11]2[C:26]2[C:31]([F:32])=[CH:30][CH:29]=[CH:28][C:27]=2[F:33])(=O)=O)C=CC=CC=1.C([O-])([O-])=O.[Cs+].[Cs+]. (7) Given the product [CH2:1]([O:8][C:9]1[N:14]=[N:13][C:12]([CH2:15][CH2:16][C:17]2[CH:18]=[CH:19][C:20]([O:21][CH2:22][CH2:23][N:37]3[CH2:41][CH2:40][CH2:39][CH2:38]3)=[CH:29][CH:30]=2)=[CH:11][CH:10]=1)[C:2]1[CH:3]=[CH:4][CH:5]=[CH:6][CH:7]=1, predict the reactants needed to synthesize it. The reactants are: [CH2:1]([O:8][C:9]1[N:14]=[N:13][C:12]([CH2:15][CH2:16][C:17]2[CH:30]=[CH:29][C:20]([O:21][CH2:22][CH2:23]OS(C)(=O)=O)=[CH:19][CH:18]=2)=[CH:11][CH:10]=1)[C:2]1[CH:7]=[CH:6][CH:5]=[CH:4][CH:3]=1.C(=O)([O-])[O-].[K+].[K+].[NH:37]1[CH2:41][CH2:40][CH2:39][CH2:38]1. (8) Given the product [Cl:15][C:10]1[CH:9]=[C:8]([C@@:3]23[CH2:5][C@@H:4]2[CH2:6][NH:1][CH2:2]3)[CH:13]=[CH:12][C:11]=1[Cl:14], predict the reactants needed to synthesize it. The reactants are: [NH2:1][CH2:2][C@:3]1([C:8]2[CH:13]=[CH:12][C:11]([Cl:14])=[C:10]([Cl:15])[CH:9]=2)[CH2:5][C@@H:4]1[CH2:6]O.NO.S(Cl)(Cl)=O.[OH-].[Na+]. (9) Given the product [C:1]1([CH2:7][C@@H:8]([NH:10][CH2:11][C:12]2[CH:13]=[CH:14][CH:15]=[CH:16][CH:17]=2)[CH3:9])[CH:2]=[CH:3][CH:4]=[CH:5][CH:6]=1, predict the reactants needed to synthesize it. The reactants are: [C:1]1([CH2:7][CH:8]([NH:10][CH2:11][C:12]2[CH:17]=[CH:16][CH:15]=[CH:14][CH:13]=2)[CH3:9])[CH:6]=[CH:5][CH:4]=[CH:3][CH:2]=1.C(O)(=O)[C@@H](C1C=CC=CC=1)O. (10) Given the product [CH:1]1([N:4]2[C:8]3[CH:9]=[C:10]([F:13])[CH:11]=[CH:12][C:7]=3[N:6]=[C:5]2[C@@H:14]([NH:16][C:18]2[N:26]=[CH:25][N:24]=[C:23]3[C:19]=2[N:20]=[CH:21][NH:22]3)[CH3:15])[CH2:3][CH2:2]1, predict the reactants needed to synthesize it. The reactants are: [CH:1]1([N:4]2[C:8]3[CH:9]=[C:10]([F:13])[CH:11]=[CH:12][C:7]=3[N:6]=[C:5]2[C@@H:14]([NH2:16])[CH3:15])[CH2:3][CH2:2]1.Cl[C:18]1[N:26]=[CH:25][N:24]=[C:23]2[C:19]=1[N:20]=[CH:21][N:22]2C1CCCCO1.CCN(C(C)C)C(C)C.